Predict which catalyst facilitates the given reaction. From a dataset of Catalyst prediction with 721,799 reactions and 888 catalyst types from USPTO. (1) Reactant: [CH2:1]([O:5][C:6]1[C:15]2[C:10](=[CH:11][C:12]([F:16])=[CH:13][CH:14]=2)[C:9](=[O:17])[N:8]([CH2:18][C:19]([CH3:22])([CH3:21])[CH3:20])[C:7]=1[CH2:23][N:24]1C(=O)C2C(=CC=CC=2)C1=O)[CH2:2][CH2:3][CH3:4].O.NN.C(=O)([O-])O.[Na+].[C:51](O[C:51]([O:53][C:54]([CH3:57])([CH3:56])[CH3:55])=[O:52])([O:53][C:54]([CH3:57])([CH3:56])[CH3:55])=[O:52]. Product: [CH2:1]([O:5][C:6]1[C:15]2[C:10](=[CH:11][C:12]([F:16])=[CH:13][CH:14]=2)[C:9](=[O:17])[N:8]([CH2:18][C:19]([CH3:22])([CH3:21])[CH3:20])[C:7]=1[CH2:23][NH:24][C:51](=[O:52])[O:53][C:54]([CH3:55])([CH3:56])[CH3:57])[CH2:2][CH2:3][CH3:4]. The catalyst class is: 40. (2) Reactant: [C:1]([O:7][CH2:8]C)(=[O:6])[CH2:2][C:3]([CH3:5])=[O:4].C(=O)([O-])[O-].[K+].[K+].Br[CH:17]([CH2:23][CH2:24][CH3:25])[C:18]([O:20][CH2:21]C)=[O:19].Cl. Product: [C:3]([CH:2]([CH:17]([CH2:23][CH2:24][CH3:25])[C:18]([O:20][CH3:21])=[O:19])[C:1]([O:7][CH3:8])=[O:6])(=[O:4])[CH3:5]. The catalyst class is: 18. (3) Reactant: Br[C:2]1[CH:7]=[CH:6][CH:5]=[CH:4][C:3]=1[C:8]1[N:12]([S:13]([C:16]2[CH:17]=[N:18][CH:19]=[CH:20][CH:21]=2)(=[O:15])=[O:14])[CH:11]=[C:10]([CH:22]=[O:23])[CH:9]=1.O.[CH3:25][N:26](C)C=O. Product: [CH:22]([C:10]1[CH:9]=[C:8]([C:3]2[CH:4]=[CH:5][CH:6]=[CH:7][C:2]=2[C:25]#[N:26])[N:12]([S:13]([C:16]2[CH:17]=[N:18][CH:19]=[CH:20][CH:21]=2)(=[O:15])=[O:14])[CH:11]=1)=[O:23]. The catalyst class is: 267. (4) Reactant: [CH3:1][C:2]1[C@@H:19]([O:20][C:21]([C@H:23]([OH:39])[C@@H:24]([NH:31][C:32]([O:34][C:35]([CH3:38])([CH3:37])[CH3:36])=[O:33])[C:25]2[CH:30]=[CH:29][CH:28]=[CH:27][CH:26]=2)=[O:22])[CH2:18][C@:14]2([OH:40])[C:15]([CH3:17])([CH3:16])[C:3]=1[C@@H:4]([OH:58])[C:5]([C@@:7]1([CH3:57])[C@H:12]([C@@H:13]2[O:41][C:42]([C:44]2[CH:49]=[CH:48][CH:47]=[CH:46][CH:45]=2)=[O:43])[C@:11]2([O:52][C:53]([CH3:55])=[O:54])[CH2:50][O:51][C@@H:10]2[CH2:9][C@@H:8]1[OH:56])=[O:6].C(#N)C. Product: [CH3:1][C:2]1[C@@H:19]([O:20][C:21]([C@H:23]([OH:39])[C@@H:24]([NH:31][C:32]([O:34][C:35]([CH3:36])([CH3:37])[CH3:38])=[O:33])[C:25]2[CH:26]=[CH:27][CH:28]=[CH:29][CH:30]=2)=[O:22])[CH2:18][C@@:14]2([OH:40])[C:15]([CH3:16])([CH3:17])[C:3]=1[C@@H:4]([OH:58])[C:5]([C@@:7]1([CH3:57])[C@H:12]([C@@H:13]2[O:41][C:42]([C:44]2[CH:49]=[CH:48][CH:47]=[CH:46][CH:45]=2)=[O:43])[C@:11]2([O:52][C:53]([CH3:55])=[O:54])[CH2:50][O:51][C@@H:10]2[CH2:9][C@@H:8]1[OH:56])=[O:6].[OH2:6].[OH2:6].[OH2:6]. The catalyst class is: 15.